This data is from Forward reaction prediction with 1.9M reactions from USPTO patents (1976-2016). The task is: Predict the product of the given reaction. (1) The product is: [Cl:1][C:2]1[CH:3]=[C:4]2[C:8](=[CH:9][CH:10]=1)[NH:7][C:6]([C:11]([NH:16][NH2:17])=[O:13])=[CH:5]2. Given the reactants [Cl:1][C:2]1[CH:3]=[C:4]2[C:8](=[CH:9][CH:10]=1)[NH:7][C:6]([C:11]([OH:13])=O)=[CH:5]2.O.O[N:16]1C2C=CC=CC=2N=[N:17]1.Cl.CN(C)CCCN=C=NCC.O.NN, predict the reaction product. (2) Given the reactants [F:1][C:2]1[CH:7]=[CH:6][CH:5]=[CH:4][C:3]=1Br.C([Li])CCC.CCCCCC.[Cl:20][C:21]1[CH:28]=[CH:27][C:24]([CH:25]=[O:26])=[CH:23][CH:22]=1.[Cl-].[NH4+], predict the reaction product. The product is: [Cl:20][C:21]1[CH:28]=[CH:27][C:24]([CH:25]([C:3]2[CH:4]=[CH:5][CH:6]=[CH:7][C:2]=2[F:1])[OH:26])=[CH:23][CH:22]=1. (3) Given the reactants [CH3:1][NH2:2].[F:3][C:4]1[CH:11]=[CH:10][CH:9]=[CH:8][C:5]=1[CH2:6]Br, predict the reaction product. The product is: [F:3][C:4]1[CH:11]=[CH:10][CH:9]=[CH:8][C:5]=1[CH2:6][CH2:1][NH2:2].